This data is from NCI-60 drug combinations with 297,098 pairs across 59 cell lines. The task is: Regression. Given two drug SMILES strings and cell line genomic features, predict the synergy score measuring deviation from expected non-interaction effect. (1) Drug 1: C1CCC(CC1)NC(=O)N(CCCl)N=O. Drug 2: CS(=O)(=O)CCNCC1=CC=C(O1)C2=CC3=C(C=C2)N=CN=C3NC4=CC(=C(C=C4)OCC5=CC(=CC=C5)F)Cl. Cell line: SR. Synergy scores: CSS=69.2, Synergy_ZIP=8.90, Synergy_Bliss=9.23, Synergy_Loewe=6.06, Synergy_HSA=10.1. (2) Drug 1: C1=CC(=C2C(=C1NCCNCCO)C(=O)C3=C(C=CC(=C3C2=O)O)O)NCCNCCO. Drug 2: CC1=C2C(C(=O)C3(C(CC4C(C3C(C(C2(C)C)(CC1OC(=O)C(C(C5=CC=CC=C5)NC(=O)OC(C)(C)C)O)O)OC(=O)C6=CC=CC=C6)(CO4)OC(=O)C)O)C)O. Cell line: DU-145. Synergy scores: CSS=63.6, Synergy_ZIP=-8.88, Synergy_Bliss=-8.22, Synergy_Loewe=-6.87, Synergy_HSA=-4.82.